This data is from M1 muscarinic receptor agonist screen with 61,833 compounds. The task is: Binary Classification. Given a drug SMILES string, predict its activity (active/inactive) in a high-throughput screening assay against a specified biological target. (1) The drug is S(CC(=O)N1CCc2c(C1)cc(OC)c(OC)c2)c1nc(N)c(cc1C#N)C#N. The result is 0 (inactive). (2) The molecule is Brc1oc(C(=O)NCCc2cc3c([nH]c2=O)c(ccc3C)C)cc1. The result is 0 (inactive). (3) The compound is Cl\C(=C\Cn1c2c(n(c(=O)n(c2=O)C)C)nc1NCCc1ccccc1)C. The result is 0 (inactive). (4) The molecule is O=c1[nH]c2c(c(c1)C)cccc2. The result is 0 (inactive). (5) The drug is S(C=1N(C(=O)C2CC2)CCN1)Cc1ccc(cc1)C. The result is 0 (inactive). (6) The molecule is O(CC1CCC=CC1)CC(O)CN1CCN(CC1)C(=O)c1ccccc1. The result is 0 (inactive). (7) The drug is o1nc(Nc2n3ncnc3nc(c2)C)cc1C. The result is 0 (inactive). (8) The result is 0 (inactive). The molecule is s1c(N2CCC(CC2)C(=O)NCCc2cc(OCC)c(OCC)cc2)nnc1n1cccc1. (9) The drug is S(=O)(=O)(Nc1cc2ncn(c2cc1)c1c(OC)cccc1)c1ccccc1. The result is 0 (inactive).